Task: Predict the product of the given reaction.. Dataset: Forward reaction prediction with 1.9M reactions from USPTO patents (1976-2016) (1) Given the reactants [F:1][C:2]1[CH:7]=[CH:6][C:5]([C@H:8]([N:10]([CH2:30][C:31]2[CH:36]=[CH:35][C:34]([C:37]([O:39][CH3:40])=[O:38])=[CH:33][CH:32]=2)[C:11]([C@@H:13]2[CH2:22][C:21]3[C:16](=[CH:17][CH:18]=[CH:19][CH:20]=3)[CH2:15][N:14]2C(OC(C)(C)C)=O)=[O:12])[CH3:9])=[CH:4][CH:3]=1.Cl, predict the reaction product. The product is: [F:1][C:2]1[CH:3]=[CH:4][C:5]([C@H:8]([N:10]([CH2:30][C:31]2[CH:32]=[CH:33][C:34]([C:37]([O:39][CH3:40])=[O:38])=[CH:35][CH:36]=2)[C:11]([C@@H:13]2[CH2:22][C:21]3[C:16](=[CH:17][CH:18]=[CH:19][CH:20]=3)[CH2:15][NH:14]2)=[O:12])[CH3:9])=[CH:6][CH:7]=1. (2) Given the reactants [Li]CCCC.Br[C:7]1[CH:8]=[N:9][CH:10]=[CH:11][CH:12]=1.[Cl:13][C:14]1[CH:41]=[CH:40][C:17]([C:18]([C:20]2[CH:21]=[C:22]3[C:27](=[CH:28][CH:29]=2)[N:26]([CH3:30])[C:25](=[O:31])[CH:24]=[C:23]3[CH2:32][CH2:33][C:34]2[S:35][C:36]([Cl:39])=[CH:37][CH:38]=2)=[O:19])=[CH:16][CH:15]=1.C1COCC1, predict the reaction product. The product is: [Cl:13][C:14]1[CH:15]=[CH:16][C:17]([C:18]([OH:19])([C:7]2[CH:8]=[N:9][CH:10]=[CH:11][CH:12]=2)[C:20]2[CH:21]=[C:22]3[C:27](=[CH:28][CH:29]=2)[N:26]([CH3:30])[C:25](=[O:31])[CH:24]=[C:23]3[CH2:32][CH2:33][C:34]2[S:35][C:36]([Cl:39])=[CH:37][CH:38]=2)=[CH:40][CH:41]=1. (3) Given the reactants C1(C(C2C=CC=CC=2)[N:8]2[C:16]3[C:11](=[CH:12][CH:13]=[CH:14][CH:15]=3)[C:10]3([C:20]4[CH:21]=[CH:22][C:23]([C:25]#[N:26])=[CH:24][C:19]=4[O:18][CH2:17]3)[C:9]2=[O:27])C=CC=CC=1.FC(F)(F)C(O)=O, predict the reaction product. The product is: [O:27]=[C:9]1[C:10]2([C:20]3[CH:21]=[CH:22][C:23]([C:25]#[N:26])=[CH:24][C:19]=3[O:18][CH2:17]2)[C:11]2[C:16](=[CH:15][CH:14]=[CH:13][CH:12]=2)[NH:8]1. (4) Given the reactants [Cl:1][C:2]1[CH:11]=[C:10]([C:12](=O)[CH3:13])[C:9]([N:15]2[CH2:20][CH2:19][N:18]([C:21]([C:23]3[CH:28]=[CH:27][CH:26]=[CH:25][N:24]=3)=[O:22])[CH2:17][CH2:16]2)=[C:8]2[C:3]=1[CH:4]=[CH:5][CH:6]=[N:7]2.C([O-])(=O)C.[NH4+].C([BH3-])#[N:35].[Na+].O1CCCC1, predict the reaction product. The product is: [Cl:1][C:2]1[CH:11]=[C:10]([CH:12]([NH2:35])[CH3:13])[C:9]([N:15]2[CH2:20][CH2:19][N:18]([C:21]([C:23]3[CH:28]=[CH:27][CH:26]=[CH:25][N:24]=3)=[O:22])[CH2:17][CH2:16]2)=[C:8]2[C:3]=1[CH:4]=[CH:5][CH:6]=[N:7]2. (5) Given the reactants [OH:1][C:2]1[CH:9]=[CH:8][CH:7]=[CH:6][C:3]=1[C:4]#[N:5].C(=O)([O-])[O-].[K+].[K+].Cl[CH2:17][C:18]([NH2:20])=[O:19], predict the reaction product. The product is: [C:4]([C:3]1[CH:6]=[CH:7][CH:8]=[CH:9][C:2]=1[O:1][CH2:17][C:18]([NH2:20])=[O:19])#[N:5]. (6) Given the reactants [C:1]([CH2:4][C:5]1[CH:10]=[CH:9][C:8]([CH2:11][CH2:12][CH2:13][CH2:14]OS(C)(=O)=O)=[CH:7][CH:6]=1)([OH:3])=[O:2].[N-:20]=[N+:21]=[N-:22].[Na+], predict the reaction product. The product is: [C:1]([CH2:4][C:5]1[CH:10]=[CH:9][C:8]([CH2:11][CH2:12][CH2:13][CH2:14][N:20]=[N+:21]=[N-:22])=[CH:7][CH:6]=1)([OH:3])=[O:2]. (7) Given the reactants [NH2:1][C:2]1[N:7]([CH3:8])[C:6](=[O:9])[C:5]([CH3:11])([CH3:10])[C@:4]([C:13]2[CH:18]=[C:17]([NH2:19])[CH:16]=[CH:15][C:14]=2[F:20])([CH3:12])[N:3]=1.[OH:21][CH:22]1[CH2:26][C:25]([CH3:28])([CH3:27])[CH2:24][C:23]1=O.[B][B][B][B][B][B][B][B][B][B], predict the reaction product. The product is: [NH2:1][C:2]1[N:7]([CH3:8])[C:6](=[O:9])[C:5]([CH3:10])([CH3:11])[C@:4]([C:13]2[CH:18]=[C:17]([NH:19][CH:23]3[CH2:24][C:25]([CH3:28])([CH3:27])[CH2:26][CH:22]3[OH:21])[CH:16]=[CH:15][C:14]=2[F:20])([CH3:12])[N:3]=1.